From a dataset of Catalyst prediction with 721,799 reactions and 888 catalyst types from USPTO. Predict which catalyst facilitates the given reaction. (1) Reactant: [Li+].[OH-].C([C:5]1[C:14]2[C:9](=[CH:10][CH:11]=[C:12]([C:15]3[CH:20]=[CH:19][C:18]([F:21])=[CH:17][CH:16]=3)[CH:13]=2)[C:8]([C:22]2[CH:27]=[CH:26][C:25]([C@@H:28]([OH:32])[CH:29]([F:31])[F:30])=[CH:24][CH:23]=2)=[CH:7][C:6]=1[C:33]([OH:35])=[O:34])C. Product: [F:31][CH:29]([F:30])[C@@H:28]([C:25]1[CH:24]=[CH:23][C:22]([C:8]2[C:9]3[C:14](=[CH:13][C:12]([C:15]4[CH:20]=[CH:19][C:18]([F:21])=[CH:17][CH:16]=4)=[CH:11][CH:10]=3)[CH:5]=[C:6]([C:33]([OH:35])=[O:34])[CH:7]=2)=[CH:27][CH:26]=1)[OH:32]. The catalyst class is: 36. (2) Reactant: Cl[C:2]1[C:11]2[C:6](=[CH:7][C:8]([C:12]([F:15])([F:14])[F:13])=[CH:9][CH:10]=2)[N:5]=[CH:4][CH:3]=1.C(OC(=O)[NH:22][CH2:23][CH2:24][NH2:25])(C)(C)C.Cl. Product: [F:13][C:12]([F:15])([F:14])[C:8]1[CH:7]=[C:6]2[C:11]([C:2]([NH:22][CH2:23][CH2:24][NH2:25])=[CH:3][CH:4]=[N:5]2)=[CH:10][CH:9]=1. The catalyst class is: 12. (3) Reactant: [F:1][C:2]1[CH:7]=[CH:6][C:5]([N:8]2[C:16]3[C:11](=[CH:12][C:13]([CH:17](O)[CH2:18][CH:19]([CH3:21])[CH3:20])=[CH:14][CH:15]=3)[CH:10]=[N:9]2)=[CH:4][CH:3]=1.[CH3:23][O:24][C:25]([O:29][Si](C)(C)C)=[C:26]([CH3:28])[CH3:27]. Product: [F:1][C:2]1[CH:7]=[CH:6][C:5]([N:8]2[C:16]3[C:11](=[CH:12][C:13]([CH:17]([CH2:18][CH:19]([CH3:21])[CH3:20])[C:26]([CH3:28])([CH3:27])[C:25]([O:24][CH3:23])=[O:29])=[CH:14][CH:15]=3)[CH:10]=[N:9]2)=[CH:4][CH:3]=1. The catalyst class is: 388. (4) Reactant: C1(N)C(F)=C(F)C(F)=[C:3]([NH2:10])C=1F.Cl.Cl.Cl.Cl.[CH3:17][N:18]([CH3:35])[CH2:19][CH2:20][C:21]1[C:29]2[C:24](=[CH:25][CH:26]=[C:27]([CH2:30][NH:31][NH:32][CH:33]=O)[CH:28]=2)[NH:23][CH:22]=1.N1C=NC=NC=1. Product: [CH3:17][N:18]([CH3:35])[CH2:19][CH2:20][C:21]1[C:29]2[C:24](=[CH:25][CH:26]=[C:27]([CH2:30][N:31]3[CH:3]=[N:10][CH:33]=[N:32]3)[CH:28]=2)[NH:23][CH:22]=1. The catalyst class is: 8. (5) Reactant: [Cl:1][C:2]1[CH:19]=[C:18]([Cl:20])[CH:17]=[CH:16][C:3]=1[CH2:4][O:5][C:6]1[CH:15]=[CH:14][C:9]2[CH:10]([NH2:13])[CH2:11][O:12][C:8]=2[CH:7]=1.[CH2:21]([N:23]=[C:24]=[O:25])[CH3:22].[NH4+].[Cl-]. Product: [Cl:1][C:2]1[CH:19]=[C:18]([Cl:20])[CH:17]=[CH:16][C:3]=1[CH2:4][O:5][C:6]1[CH:15]=[CH:14][C:9]2[CH:10]([NH:13][C:24]([NH:23][CH2:21][CH3:22])=[O:25])[CH2:11][O:12][C:8]=2[CH:7]=1. The catalyst class is: 1. (6) Reactant: [CH3:1][N:2]1[CH:6]=[C:5]([NH:7][CH:8]=[O:9])[CH:4]=[C:3]1[C:10]([OH:12])=O.S(Cl)([Cl:15])=O. Product: [CH3:1][N:2]1[CH:6]=[C:5]([NH:7][CH:8]=[O:9])[CH:4]=[C:3]1[C:10]([Cl:15])=[O:12]. The catalyst class is: 48.